Dataset: Forward reaction prediction with 1.9M reactions from USPTO patents (1976-2016). Task: Predict the product of the given reaction. Given the reactants [C:1]([C:4]1[CH:9]=[CH:8][C:7]([S:10]([NH:13][C:14]2[N:18]([C:19]3[CH:24]=[CH:23][CH:22]=[CH:21][N:20]=3)[N:17]=[CH:16][CH:15]=2)(=[O:12])=[O:11])=[CH:6][CH:5]=1)(=[O:3])[CH3:2].[BH4-].[Na+].CO.C([O-])([O-])=O.[Na+].[Na+], predict the reaction product. The product is: [OH:3][CH:1]([C:4]1[CH:5]=[CH:6][C:7]([S:10]([NH:13][C:14]2[N:18]([C:19]3[CH:24]=[CH:23][CH:22]=[CH:21][N:20]=3)[N:17]=[CH:16][CH:15]=2)(=[O:12])=[O:11])=[CH:8][CH:9]=1)[CH3:2].